From a dataset of Reaction yield outcomes from USPTO patents with 853,638 reactions. Predict the reaction yield, written as a fraction of the theoretical maximum amount of product (1.0 means a 100% yield; for example, 0.34 means a 34% yield). (1) The reactants are [C:1](Cl)(Cl)=[S:2].[NH2:5][C:6]1[C:15]2[C:10](=[CH:11][CH:12]=[CH:13][CH:14]=2)[C:9]([CH:16]2[CH2:18][CH2:17]2)=[CH:8][CH:7]=1.C(N(C(C)C)CC)(C)C.Cl. The catalyst is ClCCl. The product is [CH:16]1([C:9]2[C:10]3[C:15](=[CH:14][CH:13]=[CH:12][CH:11]=3)[C:6]([N:5]=[C:1]=[S:2])=[CH:7][CH:8]=2)[CH2:18][CH2:17]1. The yield is 0.860. (2) The reactants are [CH2:1]([C@H:4]([C@H:11]([OH:18])[C:12]([O:14][CH:15]([CH3:17])[CH3:16])=[O:13])[C:5]([O:7][CH:8]([CH3:10])[CH3:9])=[O:6])[CH:2]=[CH2:3].Br[C:20]1[CH:25]=[CH:24][C:23]([O:26][C:27]([F:30])([F:29])[F:28])=[CH:22][CH:21]=1.C1(C)C=CC=CC=1P(C1C=CC=CC=1C)C1C=CC=CC=1C. The catalyst is CC#N.C([O-])(=O)C.[Pd+2].C([O-])(=O)C. The product is [OH:18][C@@H:11]([C@@H:4]([CH2:1]/[CH:2]=[CH:3]/[C:20]1[CH:21]=[CH:22][C:23]([O:26][C:27]([F:28])([F:29])[F:30])=[CH:24][CH:25]=1)[C:5]([O:7][CH:8]([CH3:10])[CH3:9])=[O:6])[C:12]([O:14][CH:15]([CH3:17])[CH3:16])=[O:13]. The yield is 0.862. (3) The reactants are [H-].[Na+].[Br:3][C:4]1[N:12]([CH3:13])[C:11]2[C:10](=[O:14])[NH:9][C:8](=[O:15])[N:7]([CH3:16])[C:6]=2[N:5]=1.[C:17]([O:20][CH:21]([CH3:33])[CH2:22][CH2:23][CH2:24][CH2:25][C@H](Cl)CCCCC)(=[O:19])[CH3:18]. The catalyst is CS(C)=O. The product is [C:17]([O:20][C@H:21]([CH3:33])[CH2:22][CH2:23][CH2:24][CH2:25][N:9]1[C:10](=[O:14])[C:11]2[N:12]([CH3:13])[C:4]([Br:3])=[N:5][C:6]=2[N:7]([CH3:16])[C:8]1=[O:15])(=[O:19])[CH3:18]. The yield is 0.740. (4) The reactants are [Cl:1][C:2]1[CH:3]=[C:4]2[C:8](=[CH:9][CH:10]=1)[N:7]([C:11]1[N:15]([CH3:16])[N:14]=[C:13]([CH3:17])[C:12]=1[CH2:18][CH2:19][S:20]([NH2:23])(=[O:22])=[O:21])[CH:6]=[CH:5]2.[C:24](Cl)(=[O:28])[O:25][CH2:26][CH3:27].Cl. The catalyst is N1C=CC=CC=1. The product is [Cl:1][C:2]1[CH:3]=[C:4]2[C:8](=[CH:9][CH:10]=1)[N:7]([C:11]1[N:15]([CH3:16])[N:14]=[C:13]([CH3:17])[C:12]=1[CH2:18][CH2:19][S:20]([NH:23][C:24](=[O:28])[O:25][CH2:26][CH3:27])(=[O:22])=[O:21])[CH:6]=[CH:5]2. The yield is 0.680. (5) The reactants are [CH3:1][O:2][C:3]1[CH:4]=[C:5]2[C:10](=[CH:11][C:12]=1[N+:13]([O-])=O)[NH:9][C:8](=[O:16])[NH:7][C:6]2=[O:17].CO.C(O)(=O)C. The catalyst is O1CCCC1.[Pd]. The product is [NH2:13][C:12]1[CH:11]=[C:10]2[C:5]([C:6](=[O:17])[NH:7][C:8](=[O:16])[NH:9]2)=[CH:4][C:3]=1[O:2][CH3:1]. The yield is 1.00. (6) The reactants are [Li]CCCC.[C:6]([C:10]1[N:11]([S:15]([N:18]([CH3:20])[CH3:19])(=[O:17])=[O:16])[CH:12]=[CH:13][N:14]=1)([CH3:9])([CH3:8])[CH3:7].CN([CH:24]=[O:25])C.[NH4+].[Cl-]. The catalyst is C1COCC1. The product is [C:6]([C:10]1[N:11]([S:15]([N:18]([CH3:20])[CH3:19])(=[O:17])=[O:16])[C:12]([CH:24]=[O:25])=[CH:13][N:14]=1)([CH3:9])([CH3:7])[CH3:8]. The yield is 0.780. (7) The reactants are [NH2:1][C:2]1[CH:7]=[CH:6][C:5]([N+:8]([O-])=O)=[CH:4][C:3]=1[S:11]([NH2:14])(=[O:13])=[O:12].[CH3:15][S:16]([OH:19])(=[O:18])=[O:17]. The catalyst is [Pd].C(O)C.O. The product is [CH3:15][S:16]([OH:19])(=[O:18])=[O:17].[NH2:1][C:2]1[CH:7]=[CH:6][C:5]([NH2:8])=[CH:4][C:3]=1[S:11]([NH2:14])(=[O:12])=[O:13]. The yield is 0.938. (8) The reactants are [CH2:1]([C:3]1[C:7]2[CH:8]=[CH:9][CH:10]=[CH:11][C:6]=2[O:5][C:4]=1[CH:12]=O)[CH3:2].[CH3:14][NH2:15].[BH4-].[Na+]. The catalyst is CO. The product is [CH2:1]([C:3]1[C:7]2[CH:8]=[CH:9][CH:10]=[CH:11][C:6]=2[O:5][C:4]=1[CH2:12][NH:15][CH3:14])[CH3:2]. The yield is 0.890. (9) The reactants are [NH:1]1[C:5]2[CH:6]=[CH:7][CH:8]=[CH:9][C:4]=2[N:3]=[C:2]1[NH:10][C:11]([C:13]1[NH:17][CH:16]=[N:15][C:14]=1[C:18]([NH:20][C:21]1[CH:26]=[CH:25][C:24]([N:27]2[CH2:32][CH2:31][NH:30][CH2:29][CH2:28]2)=[CH:23][C:22]=1[CH3:33])=[O:19])=[O:12].[C:34]1([S:40](Cl)(=[O:42])=[O:41])[CH:39]=[CH:38][CH:37]=[CH:36][CH:35]=1.CCN(C(C)C)C(C)C. The product is [NH:1]1[C:5]2[CH:6]=[CH:7][CH:8]=[CH:9][C:4]=2[N:3]=[C:2]1[NH:10][C:11]([C:13]1[NH:17][CH:16]=[N:15][C:14]=1[C:18]([NH:20][C:21]1[CH:26]=[CH:25][C:24]([N:27]2[CH2:28][CH2:29][N:30]([S:40]([C:34]3[CH:39]=[CH:38][CH:37]=[CH:36][CH:35]=3)(=[O:42])=[O:41])[CH2:31][CH2:32]2)=[CH:23][C:22]=1[CH3:33])=[O:19])=[O:12]. The yield is 0.430. The catalyst is ClCCl.